This data is from Forward reaction prediction with 1.9M reactions from USPTO patents (1976-2016). The task is: Predict the product of the given reaction. (1) Given the reactants [Br:1][C:2]1[CH:3]=[C:4]([C:14]([F:17])([F:16])[F:15])[C:5]2[N:6]([CH:8]=[C:9]([C:11]([OH:13])=[O:12])[N:10]=2)[CH:7]=1.[N+:18]([O-])([OH:20])=[O:19], predict the reaction product. The product is: [Br:1][C:2]1[CH:3]=[C:4]([C:14]([F:16])([F:17])[F:15])[C:5]2[N:6]([C:8]([N+:18]([O-:20])=[O:19])=[C:9]([C:11]([OH:13])=[O:12])[N:10]=2)[CH:7]=1. (2) Given the reactants [OH:1][C:2]1[CH:7]=[CH:6][C:5]([C:8](=[O:10])[CH3:9])=[CH:4][C:3]=1[O:11][CH3:12].C(=O)([O-])[O-].[K+].[K+].[CH2:19](Br)[C:20]1[CH:25]=[CH:24][CH:23]=[CH:22][CH:21]=1, predict the reaction product. The product is: [CH2:19]([O:1][C:2]1[CH:7]=[CH:6][C:5]([C:8](=[O:10])[CH3:9])=[CH:4][C:3]=1[O:11][CH3:12])[C:20]1[CH:25]=[CH:24][CH:23]=[CH:22][CH:21]=1. (3) Given the reactants [CH2:1]1[CH:5]2[CH2:6][NH:7][CH2:8][CH:4]2[CH2:3][N:2]1[C:9]([C:11]1[CH:16]=[CH:15][CH:14]=[CH:13][C:12]=1[C:17]1[S:18][CH:19]=[CH:20][CH:21]=1)=[O:10].Cl[C:23]1[CH:28]=[C:27]([CH3:29])[CH:26]=[CH:25][N:24]=1, predict the reaction product. The product is: [CH3:29][C:27]1[CH:26]=[CH:25][N:24]=[C:23]([N:7]2[CH2:8][CH:4]3[CH:5]([CH2:1][N:2]([C:9]([C:11]4[CH:16]=[CH:15][CH:14]=[CH:13][C:12]=4[C:17]4[S:18][CH:19]=[CH:20][CH:21]=4)=[O:10])[CH2:3]3)[CH2:6]2)[CH:28]=1. (4) Given the reactants C(O)(C(F)(F)F)=O.C(OC([N:15]([C:31]1[CH:36]=[CH:35][C:34]([CH2:37][O:38][CH3:39])=[CH:33][C:32]=1[N+:40]([O-:42])=[O:41])[C:16]1[N:21]=[CH:20][N:19]=[C:18]([N:22](C)[C:23](=O)OC(C)(C)C)[CH:17]=1)=O)(C)(C)C, predict the reaction product. The product is: [CH3:39][O:38][CH2:37][C:34]1[CH:35]=[CH:36][C:31]([NH:15][C:16]2[CH:17]=[C:18]([NH:22][CH3:23])[N:19]=[CH:20][N:21]=2)=[C:32]([N+:40]([O-:42])=[O:41])[CH:33]=1. (5) Given the reactants [CH:1]1([CH2:4][O:5][C:6]2[CH:11]=[CH:10][C:9]([C:12]3[O:13][C:14]4[CH:20]=[C:19]([OH:21])[CH:18]=[C:17]([F:22])[C:15]=4[N:16]=3)=[CH:8][C:7]=2[F:23])[CH2:3][CH2:2]1.O[CH2:25][C@@H:26]([NH:28][C:29](=[O:35])[O:30][C:31]([CH3:34])([CH3:33])[CH3:32])[CH3:27].C1(P(C2C=CC=CC=2)C2C=CC=CC=2)C=CC=CC=1.C1(C)C=CC=CC=1.N(C(OC(C)C)=O)=NC(OC(C)C)=O, predict the reaction product. The product is: [CH:1]1([CH2:4][O:5][C:6]2[CH:11]=[CH:10][C:9]([C:12]3[O:13][C:14]4[CH:20]=[C:19]([O:21][CH2:27][C@@H:26]([NH:28][C:29](=[O:35])[O:30][C:31]([CH3:32])([CH3:34])[CH3:33])[CH3:25])[CH:18]=[C:17]([F:22])[C:15]=4[N:16]=3)=[CH:8][C:7]=2[F:23])[CH2:2][CH2:3]1. (6) The product is: [Cl:28][C:29]1[CH:34]=[CH:33][C:32]([C:35]2[C:44]3[C:39](=[CH:40][C:41]([S:45]([N:6]([CH2:5][C:4]4[CH:12]=[CH:13][C:14]([O:16][CH3:17])=[CH:15][C:3]=4[O:2][CH3:1])[C:7]4[S:11][N:10]=[CH:9][N:8]=4)(=[O:47])=[O:46])=[CH:42][CH:43]=3)[CH:38]=[CH:37][N:36]=2)=[C:31]([O:60][CH3:61])[CH:30]=1. Given the reactants [CH3:1][O:2][C:3]1[CH:15]=[C:14]([O:16][CH3:17])[CH:13]=[CH:12][C:4]=1[CH2:5][NH:6][C:7]1[S:11][N:10]=[CH:9][N:8]=1.C[Si]([N-][Si](C)(C)C)(C)C.[Li+].[Cl:28][C:29]1[CH:34]=[CH:33][C:32]([C:35]2[C:44]3[C:39](=[CH:40][C:41]([S:45](OC4C(F)=C(F)C(F)=C(F)C=4F)(=[O:47])=[O:46])=[CH:42][CH:43]=3)[CH:38]=[CH:37][N:36]=2)=[C:31]([O:60][CH3:61])[CH:30]=1, predict the reaction product. (7) Given the reactants [F:1][C:2]([F:7])([F:6])[C:3]([OH:5])=[O:4].[Cl:8][C:9]1[CH:14]=[C:13]2[NH:15][C:16](=[O:38])[C:17]3([CH:21]([C:22]4[CH:27]=[CH:26][CH:25]=[C:24]([Cl:28])[C:23]=4[F:29])[CH:20]([C:30]([OH:32])=O)[NH:19][CH:18]3[CH2:33][C:34]([CH3:37])([CH3:36])[CH3:35])[C:12]2=[CH:11][CH:10]=1.C(N(C(C)C)CC)(C)C.C1(P(Cl)(C2C=CC=CC=2)=O)C=CC=CC=1.[NH2:63][C:64]1[CH:68]=[CH:67][N:66]([CH2:69][C:70]([CH3:73])([OH:72])[CH3:71])[N:65]=1, predict the reaction product. The product is: [OH:72][C:70]([CH3:73])([CH3:71])[CH2:69][N:66]1[CH:67]=[CH:68][C:64]([NH:63][C:30]([CH:20]2[NH:19][CH:18]([CH2:33][C:34]([CH3:36])([CH3:37])[CH3:35])[C:17]3([C:12]4[C:13](=[CH:14][C:9]([Cl:8])=[CH:10][CH:11]=4)[NH:15][C:16]3=[O:38])[CH:21]2[C:22]2[CH:27]=[CH:26][CH:25]=[C:24]([Cl:28])[C:23]=2[F:29])=[O:32])=[N:65]1.[F:1][C:2]([F:7])([F:6])[C:3]([OH:5])=[O:4].